Dataset: hERG potassium channel inhibition data for cardiac toxicity prediction from Karim et al.. Task: Regression/Classification. Given a drug SMILES string, predict its toxicity properties. Task type varies by dataset: regression for continuous values (e.g., LD50, hERG inhibition percentage) or binary classification for toxic/non-toxic outcomes (e.g., AMES mutagenicity, cardiotoxicity, hepatotoxicity). Dataset: herg_karim. (1) The drug is COc1ccc(CCN(C)CCOc2ccccc2)cc1. The result is 1 (blocker). (2) The molecule is CC(=O)C1=NN2c3cc(Cl)ccc3OC[C@H]2C1(CCCN1CCOCC1)c1ccccc1. The result is 1 (blocker). (3) The compound is O=C1NCCN1CCN1CCC(c2cn(C3CCCCC3)c3ccc(Cl)cc23)CC1. The result is 1 (blocker). (4) The compound is COc1ncc(-c2c(C)ccc(F)c2CCNC(=O)c2ccc(OCC(F)(F)F)nc2)cn1. The result is 0 (non-blocker). (5) The compound is CC(C)(C)CCN1CCC(CNC(=O)Nc2cccc(Cl)c2)(c2ccccc2)CC1. The result is 1 (blocker). (6) The molecule is C[C@@H]1CN(CC2(c3ccc(C(N)=O)cc3)CC2)CCN1S(=O)(=O)c1ccc(C(C)(O)C(F)(F)F)cc1. The result is 1 (blocker). (7) The drug is OCC[C@]1(c2ccc(Cl)c(Cl)c2)CCCNC1. The result is 0 (non-blocker).